Dataset: Reaction yield outcomes from USPTO patents with 853,638 reactions. Task: Predict the reaction yield, written as a fraction of the theoretical maximum amount of product (1.0 means a 100% yield; for example, 0.34 means a 34% yield). (1) The reactants are [NH2:1][C:2]1[CH:7]=[CH:6][C:5]([SH:8])=[CH:4][CH:3]=1.Br[CH:10]([CH2:16][CH2:17][CH3:18])[C:11]([O:13][CH2:14][CH3:15])=[O:12]. The catalyst is CN(C)C=O.C(OCC)(=O)C. The product is [NH2:1][C:2]1[CH:7]=[CH:6][C:5]([S:8][CH:10]([CH2:16][CH2:17][CH3:18])[C:11]([O:13][CH2:14][CH3:15])=[O:12])=[CH:4][CH:3]=1. The yield is 0.553. (2) The reactants are [CH2:1]([C:3]1[CH:11]=[C:10]([CH2:12][CH3:13])[C:9]([C:14]2[NH:18][C:17]([CH2:19][CH2:20][O:21][CH3:22])=[N:16][N:15]=2)=[CH:8][C:4]=1[C:5]([OH:7])=O)[CH3:2].Cl.[NH:24]1[CH2:29][CH2:28][CH:27]([C:30]2[CH:37]=[CH:36][C:33]([C:34]#[N:35])=[CH:32][CH:31]=2)[CH2:26][CH2:25]1.CCN=C=NCCCN(C)C.Cl. The catalyst is CN(C)C=O.CN(C)C1C=CN=CC=1.C(OCC)(=O)C. The product is [CH2:1]([C:3]1[CH:11]=[C:10]([CH2:12][CH3:13])[C:9]([C:14]2[NH:18][C:17]([CH2:19][CH2:20][O:21][CH3:22])=[N:16][N:15]=2)=[CH:8][C:4]=1[C:5]([N:24]1[CH2:29][CH2:28][CH:27]([C:30]2[CH:37]=[CH:36][C:33]([C:34]#[N:35])=[CH:32][CH:31]=2)[CH2:26][CH2:25]1)=[O:7])[CH3:2]. The yield is 0.420. (3) The reactants are [H-].[H-].[H-].[H-].[Li+].[Al+3].[N+:7]([C:10]1[CH:11]=[C:12]2[C:16](=[CH:17][CH:18]=1)[NH:15][C:14]([CH:19]([CH3:25])[C:20](OCC)=[O:21])=[CH:13]2)([O-:9])=[O:8].O.[OH-].[Na+]. The catalyst is C1COCC1. The product is [N+:7]([C:10]1[CH:11]=[C:12]2[C:16](=[CH:17][CH:18]=1)[NH:15][C:14]([CH:19]([CH3:25])[CH2:20][OH:21])=[CH:13]2)([O-:9])=[O:8]. The yield is 0.810. (4) The reactants are [CH3:1][C:2](=[CH2:16])[CH2:3][CH2:4][O:5][C:6]1[CH:7]=[C:8]([NH:12][C:13](=[O:15])[CH3:14])[CH:9]=[CH:10][CH:11]=1.[Al+3].[Cl-].[Cl-].[Cl-].O. The catalyst is FC1C=CC=CC=1. The product is [CH3:16][C:2]1([CH3:1])[C:11]2[C:6](=[CH:7][C:8]([NH:12][C:13](=[O:15])[CH3:14])=[CH:9][CH:10]=2)[O:5][CH2:4][CH2:3]1. The yield is 0.540. (5) The reactants are [OH:1][C:2]12[CH2:9][CH2:8][C:5]([C:10]3[NH:18][C:17]4[C:16](=[O:19])[N:15]([CH2:20][CH2:21][CH3:22])[C:14](=[O:23])[N:13]([CH2:24][CH2:25][CH3:26])[C:12]=4[N:11]=3)([CH2:6][CH2:7]1)[CH2:4][CH2:3]2.CCN(CC)CC.[C:34]1([CH3:44])[CH:39]=[CH:38][C:37]([S:40](Cl)(=[O:42])=[O:41])=[CH:36][CH:35]=1. The catalyst is C(Cl)Cl.CCOC(C)=O. The product is [O:23]=[C:14]1[N:13]([CH2:24][CH2:25][CH3:26])[C:12]2[N:11]=[C:10]([C:5]34[CH2:8][CH2:9][C:2]([O:1][S:40]([C:37]5[CH:38]=[CH:39][C:34]([CH3:44])=[CH:35][CH:36]=5)(=[O:42])=[O:41])([CH2:7][CH2:6]3)[CH2:3][CH2:4]4)[NH:18][C:17]=2[C:16](=[O:19])[N:15]1[CH2:20][CH2:21][CH3:22]. The yield is 0.540. (6) The reactants are [C:1]([CH:5]1[CH2:10][CH2:9][C:8](=[CH:11][C:12]2[CH:13]=[C:14]3[C:19](=[CH:20][CH:21]=2)[CH:18]=[C:17]([CH2:22][N:23]2[CH2:28][CH2:27][CH:26]([C:29]([O:31][CH2:32][CH3:33])=[O:30])[CH2:25][CH2:24]2)[CH:16]=[CH:15]3)[CH2:7][CH2:6]1)([CH3:4])([CH3:3])[CH3:2]. The catalyst is [Pd].C1COCC1. The product is [C:1]([CH:5]1[CH2:6][CH2:7][CH:8]([CH2:11][C:12]2[CH:13]=[C:14]3[C:19](=[CH:20][CH:21]=2)[CH:18]=[C:17]([CH2:22][N:23]2[CH2:24][CH2:25][CH:26]([C:29]([O:31][CH2:32][CH3:33])=[O:30])[CH2:27][CH2:28]2)[CH:16]=[CH:15]3)[CH2:9][CH2:10]1)([CH3:4])([CH3:2])[CH3:3]. The yield is 0.300. (7) The reactants are [O:1]1[CH2:5][CH2:4][C@@H:3]([OH:6])[CH2:2]1.[CH:7]1[N:11]=[CH:10][N:9]([C:12](N2C=NC=C2)=[O:13])[CH:8]=1. The catalyst is O1CCCC1. The product is [N:9]1([C:12]([O:6][C@@H:3]2[CH2:4][CH2:5][O:1][CH2:2]2)=[O:13])[CH:8]=[CH:7][N:11]=[CH:10]1. The yield is 0.920. (8) The reactants are [NH2:1][C:2]1[C:7]([CH:8]=O)=[CH:6][N:5]=[C:4]([NH:10][C:11]2[CH:16]=[CH:15][CH:14]=[CH:13][CH:12]=2)[N:3]=1.[C:17]([CH:22]=P(C1C=CC=CC=1)(C1C=CC=CC=1)C1C=CC=CC=1)([O:19][CH2:20][CH3:21])=[O:18]. The catalyst is O1CCCC1. The product is [NH2:1][C:2]1[C:7]([CH:8]=[CH:22][C:17]([O:19][CH2:20][CH3:21])=[O:18])=[CH:6][N:5]=[C:4]([NH:10][C:11]2[CH:16]=[CH:15][CH:14]=[CH:13][CH:12]=2)[N:3]=1. The yield is 0.400.